This data is from Forward reaction prediction with 1.9M reactions from USPTO patents (1976-2016). The task is: Predict the product of the given reaction. (1) Given the reactants [NH2:1][C:2]1[CH:14]=[CH:13][C:12]2[C:11]3[C:6](=[CH:7][CH:8]=[CH:9][CH:10]=3)[C:5]3([C:26]4[CH:25]=[C:24]([NH2:27])[CH:23]=[CH:22][C:21]=4[C:20]4[C:15]3=[CH:16][CH:17]=[CH:18][CH:19]=4)[C:4]=2[CH:3]=1.I[C:29]1[CH:34]=[CH:33][CH:32]=[CH:31][CH:30]=1.C[C:36]([CH3:39])([O-])[CH3:37].[Na+].C(P([C:50]([CH3:53])([CH3:52])C)C(C)(C)C)(C)(C)C, predict the reaction product. The product is: [C:29]1([N:1]([C:37]2[CH:36]=[CH:39][CH:52]=[CH:50][CH:53]=2)[C:2]2[CH:14]=[CH:13][C:12]3[C:11]4[C:6](=[CH:7][CH:8]=[CH:9][CH:10]=4)[C:5]4([C:26]5[CH:25]=[C:24]([N:27]([C:6]6[CH:11]=[CH:10][CH:9]=[CH:8][CH:7]=6)[C:2]6[CH:14]=[CH:13][CH:12]=[CH:4][CH:3]=6)[CH:23]=[CH:22][C:21]=5[C:20]5[C:15]4=[CH:16][CH:17]=[CH:18][CH:19]=5)[C:4]=3[CH:3]=2)[CH:34]=[CH:33][CH:32]=[CH:31][CH:30]=1. (2) Given the reactants [CH3:1][C@:2]12[C:10]([C:11]3([CH2:14]/[CH:15]=[CH:16]\[C:17]([OH:26])([C:22]([F:25])([F:24])[F:23])[C:18]([F:21])([F:20])[F:19])[CH2:13][CH2:12]3)=[CH:9][CH2:8][C@H:7]1[C@@H:6]([OH:27])[CH2:5][CH2:4][CH2:3]2.[Cr](O[Cr]([O-])(=O)=O)([O-])(=O)=O.[NH+]1C=CC=CC=1.[NH+]1C=CC=CC=1, predict the reaction product. The product is: [CH3:1][C@:2]12[C:10]([C:11]3([CH:14]=[CH:15][CH2:16][C:17]([OH:26])([C:18]([F:19])([F:20])[F:21])[C:22]([F:23])([F:24])[F:25])[CH2:13][CH2:12]3)=[CH:9][CH2:8][C@H:7]1[C:6](=[O:27])[CH2:5][CH2:4][CH2:3]2.